From a dataset of Forward reaction prediction with 1.9M reactions from USPTO patents (1976-2016). Predict the product of the given reaction. (1) Given the reactants [C:1]([O:5][C:6]([N:8]1[CH2:13][CH2:12][C:11]2[N:14]([CH3:25])[C:15]([C:17]3[C:22](I)=[CH:21][N:20]=[C:19]([NH2:24])[N:18]=3)=[CH:16][C:10]=2[C:9]1=[O:26])=[O:7])([CH3:4])([CH3:3])[CH3:2].[C:27]([Si:29]([CH3:32])([CH3:31])[CH3:30])#[CH:28], predict the reaction product. The product is: [C:1]([O:5][C:6]([N:8]1[CH2:13][CH2:12][C:11]2[N:14]([CH3:25])[C:15]([C:17]3[C:22]([C:28]#[C:27][Si:29]([CH3:32])([CH3:31])[CH3:30])=[CH:21][N:20]=[C:19]([NH2:24])[N:18]=3)=[CH:16][C:10]=2[C:9]1=[O:26])=[O:7])([CH3:4])([CH3:3])[CH3:2]. (2) Given the reactants C[C:2]1[CH:3]=[CH:4][C:5]2[O:9][CH:8]=[CH:7][C:6]=2[CH:10]=1.B(Br)(Br)Br.C([O-])([O-])=[O:16].[Na+].[Na+], predict the reaction product. The product is: [OH:16][C:2]1[CH:3]=[CH:4][C:5]2[O:9][CH:8]=[CH:7][C:6]=2[CH:10]=1. (3) Given the reactants [C:1](OC(=O)[O-])(C)(C)C.C(Br)C1C=CC=CC=1.[OH:17][C@@H:18]1[C@H:23]([OH:24])[C@@H:22]([O:25][CH3:26])[C:21]([CH3:28])([CH3:27])[O:20][C@H:19]1[O:29][C:30]1[C:39]([CH3:40])=[C:38]2[C:33]([CH:34]=[C:35]([NH:42][C:43]([C:45]3[CH:46]=[C:47]([C:53]4[CH:58]=[CH:57][CH:56]=[C:55](C)[CH:54]=4)[C:48]([O:51][CH3:52])=[CH:49][CH:50]=3)=[O:44])[C:36](=[O:41])[O:37]2)=[CH:32][CH:31]=1.COC1C=CC(CN)=CC=1, predict the reaction product. The product is: [OH:17][C@@H:18]1[C@H:23]([OH:24])[C@@H:22]([O:25][CH3:26])[C:21]([CH3:28])([CH3:27])[O:20][C@H:19]1[O:29][C:30]1[C:39]([CH3:40])=[C:38]2[C:33]([CH:34]=[C:35]([NH:42][C:43]([C:45]3[CH:46]=[C:47]([C:53]4[CH:54]=[CH:55][C:56]([CH3:1])=[CH:57][CH:58]=4)[C:48]([O:51][CH3:52])=[CH:49][CH:50]=3)=[O:44])[C:36](=[O:41])[O:37]2)=[CH:32][CH:31]=1.